This data is from Reaction yield outcomes from USPTO patents with 853,638 reactions. The task is: Predict the reaction yield, written as a fraction of the theoretical maximum amount of product (1.0 means a 100% yield; for example, 0.34 means a 34% yield). (1) The reactants are [C:1]1([C:7]2[CH:20]=[CH:19][C:18]3[C:9](=[C:10]([C:27]4[CH:36]=[CH:35][C:34]5[C:29](=[CH:30][CH:31]=[CH:32][CH:33]=5)[CH:28]=4)[C:11]4[C:16]([CH:17]=3)=[CH:15][C:14]([C:21]3[CH:26]=[CH:25][CH:24]=[CH:23][CH:22]=3)=[CH:13][CH:12]=4)[CH:8]=2)[CH:6]=[CH:5][CH:4]=[CH:3][CH:2]=1.[Br:37]N1C(=O)CCC1=O.O. The catalyst is CN(C)C=O. The product is [Br:37][C:17]1[C:18]2[C:9]([C:10]([C:27]3[CH:36]=[CH:35][C:34]4[C:29](=[CH:30][CH:31]=[CH:32][CH:33]=4)[CH:28]=3)=[C:11]3[C:16]=1[CH:15]=[C:14]([C:21]1[CH:26]=[CH:25][CH:24]=[CH:23][CH:22]=1)[CH:13]=[CH:12]3)=[CH:8][C:7]([C:1]1[CH:2]=[CH:3][CH:4]=[CH:5][CH:6]=1)=[CH:20][CH:19]=2. The yield is 0.800. (2) The reactants are [C:1]([O:5][C:6]([NH:8][C:9]1[CH:14]=[C:13]([C:15](=[CH:24][N:25](C)C)[C:16]([C:18]2[CH:23]=[CH:22][CH:21]=[CH:20][CH:19]=2)=O)[CH:12]=[CH:11][N:10]=1)=[O:7])([CH3:4])([CH3:3])[CH3:2].C(OC([NH:35]C1C=C(C(=CN(C)C)C(C2C=CC(F)=CC=2)=O)C=CN=1)=O)(C)(C)C. No catalyst specified. The product is [C:1]([O:5][C:6]([NH:8][C:9]1[CH:14]=[C:13]([C:15]2[C:16]([C:18]3[CH:23]=[CH:22][CH:21]=[CH:20][CH:19]=3)=[N:35][NH:25][CH:24]=2)[CH:12]=[CH:11][N:10]=1)=[O:7])([CH3:4])([CH3:3])[CH3:2]. The yield is 0.860. (3) The reactants are [Br:1][C:2]1[CH:3]=[C:4]2[CH:11]=[CH:10][N:9]([CH3:12])[C:5]2=[C:6](Cl)[N:7]=1.CN(C)[CH:15]=[O:16].[I:18]N1C(=O)CCC1=O.S(=O)(=O)(O)[O-].[Na+]. The catalyst is O. The product is [Br:1][C:2]1[CH:3]=[C:4]2[C:11]([I:18])=[CH:10][N:9]([CH3:12])[C:5]2=[C:6]([O:16][CH3:15])[N:7]=1. The yield is 0.990. (4) The reactants are [CH:1]([C:5]1[CH:10]=[CH:9][C:8]([N:11]2[C:20](=[O:21])[C:19]3[C:14](=[CH:15][CH:16]=[CH:17][CH:18]=3)[N:13]=[C:12]2[C:22]2[CH:23]=[N:24][C:25]([CH2:28]O)=[CH:26][CH:27]=2)=[CH:7][CH:6]=1)([CH2:3][CH3:4])[CH3:2].CCN(C(C)C)C(C)C.CS(Cl)(=O)=O.[NH:44]1[CH2:49][CH2:48][O:47][CH2:46][CH2:45]1. The catalyst is C(Cl)Cl. The product is [CH:1]([C:5]1[CH:6]=[CH:7][C:8]([N:11]2[C:20](=[O:21])[C:19]3[C:14](=[CH:15][CH:16]=[CH:17][CH:18]=3)[N:13]=[C:12]2[C:22]2[CH:23]=[N:24][C:25]([CH2:28][N:44]3[CH2:49][CH2:48][O:47][CH2:46][CH2:45]3)=[CH:26][CH:27]=2)=[CH:9][CH:10]=1)([CH2:3][CH3:4])[CH3:2]. The yield is 9.84. (5) The reactants are Cl[CH2:2][C:3]1[C:4]([S:9][CH:10]([CH3:12])[CH3:11])=[N:5][CH:6]=[CH:7][CH:8]=1.C([O:15][C:16]([CH:18]1[CH2:20][CH:19]1[C:21]1[CH:26]=[CH:25][C:24]([OH:27])=[C:23]([Cl:28])[CH:22]=1)=[O:17])C. No catalyst specified. The product is [Cl:28][C:23]1[CH:22]=[C:21]([CH:19]2[CH2:20][CH:18]2[C:16]([OH:17])=[O:15])[CH:26]=[CH:25][C:24]=1[O:27][CH2:2][C:3]1[C:4]([S:9][CH:10]([CH3:12])[CH3:11])=[N:5][CH:6]=[CH:7][CH:8]=1. The yield is 0.800.